Dataset: Full USPTO retrosynthesis dataset with 1.9M reactions from patents (1976-2016). Task: Predict the reactants needed to synthesize the given product. (1) The reactants are: Cl.[NH:2]1[CH2:5][CH2:4][CH2:3]1.C1(=O)CCCC1.[C-]#N.[K+].CN(C)[C:17]1([C:22]#[N:23])[CH2:21][CH2:20][CH2:19][CH2:18]1. Given the product [N:2]1([C:17]2([C:22]#[N:23])[CH2:21][CH2:20][CH2:19][CH2:18]2)[CH2:5][CH2:4][CH2:3]1, predict the reactants needed to synthesize it. (2) Given the product [Cl:1][C:2]1[CH:7]=[C:6]([F:8])[C:5]([F:9])=[CH:4][C:3]=1[C:10]1[CH:11]=[CH:12][C:13]([O:16][CH2:18][C:19]2[C:27]3[O:26][N:25]=[C:24]([O:28][C:29]([C:30]4[CH:35]=[CH:34][CH:33]=[CH:32][CH:31]=4)([C:42]4[CH:43]=[CH:44][CH:45]=[CH:46][CH:47]=4)[C:36]4[CH:41]=[CH:40][CH:39]=[CH:38][CH:37]=4)[C:23]=3[CH:22]=[CH:21][CH:20]=2)=[CH:14][CH:15]=1, predict the reactants needed to synthesize it. The reactants are: [Cl:1][C:2]1[CH:7]=[C:6]([F:8])[C:5]([F:9])=[CH:4][C:3]=1[C:10]1[CH:15]=[CH:14][C:13]([OH:16])=[CH:12][CH:11]=1.Br[CH2:18][C:19]1[C:27]2[O:26][N:25]=[C:24]([O:28][C:29]([C:42]3[CH:47]=[CH:46][CH:45]=[CH:44][CH:43]=3)([C:36]3[CH:41]=[CH:40][CH:39]=[CH:38][CH:37]=3)[C:30]3[CH:35]=[CH:34][CH:33]=[CH:32][CH:31]=3)[C:23]=2[CH:22]=[CH:21][CH:20]=1.C(=O)([O-])[O-].[K+].[K+].